From a dataset of Forward reaction prediction with 1.9M reactions from USPTO patents (1976-2016). Predict the product of the given reaction. (1) The product is: [C:34]([O:33][C:31]([NH:30][C@@H:10]([CH2:11][CH2:12][C:13]1[N:17]([C:18]2[CH:23]=[CH:22][CH:21]=[CH:20][CH:19]=2)[C:16]2[CH:24]=[C:25]([CH3:29])[C:26]([CH3:28])=[CH:27][C:15]=2[N:14]=1)[C:9]([NH:71][O:70][C:51]([C:52]1[CH:57]=[CH:56][CH:55]=[CH:54][CH:53]=1)([C:64]1[CH:65]=[CH:66][CH:67]=[CH:68][CH:69]=1)[C:58]1[CH:59]=[CH:60][CH:61]=[CH:62][CH:63]=1)=[O:38])=[O:32])([CH3:37])([CH3:35])[CH3:36]. Given the reactants C(O[C:9](=[O:38])[C@@H:10]([NH:30][C:31]([O:33][C:34]([CH3:37])([CH3:36])[CH3:35])=[O:32])[CH2:11][CH2:12][C:13]1[N:17]([C:18]2[CH:23]=[CH:22][CH:21]=[CH:20][CH:19]=2)[C:16]2[CH:24]=[C:25]([CH3:29])[C:26]([CH3:28])=[CH:27][C:15]=2[N:14]=1)C1C=CC=CC=1.CCN=C=NCCCN(C)C.Cl.[C:51]([O:70][NH2:71])([C:64]1[CH:69]=[CH:68][CH:67]=[CH:66][CH:65]=1)([C:58]1[CH:63]=[CH:62][CH:61]=[CH:60][CH:59]=1)[C:52]1[CH:57]=[CH:56][CH:55]=[CH:54][CH:53]=1, predict the reaction product. (2) Given the reactants C[O:2][C:3](=[O:33])[CH2:4][N:5]1[C:13]2[C:8](=[CH:9][C:10]([F:14])=[CH:11][CH:12]=2)[C:7]([CH2:15][C:16]2[C:17]([S:22]([C:25]3[CH:30]=[CH:29][C:28]([Cl:31])=[CH:27][CH:26]=3)(=[O:24])=[O:23])=[N:18][CH:19]=[CH:20][CH:21]=2)=[C:6]1[CH3:32].[OH-].[Na+].Cl, predict the reaction product. The product is: [Cl:31][C:28]1[CH:29]=[CH:30][C:25]([S:22]([C:17]2[C:16]([CH2:15][C:7]3[C:8]4[C:13](=[CH:12][CH:11]=[C:10]([F:14])[CH:9]=4)[N:5]([CH2:4][C:3]([OH:33])=[O:2])[C:6]=3[CH3:32])=[CH:21][CH:20]=[CH:19][N:18]=2)(=[O:24])=[O:23])=[CH:26][CH:27]=1.